This data is from Forward reaction prediction with 1.9M reactions from USPTO patents (1976-2016). The task is: Predict the product of the given reaction. (1) The product is: [CH2:12]([O:11][C@H:10]1[C@H:9]([O:19][CH2:20][C:21]2[CH:26]=[CH:25][CH:24]=[CH:23][CH:22]=2)[C@@H:8]([CH2:27][O:28][CH2:29][C:30]2[CH:35]=[CH:34][CH:33]=[CH:32][CH:31]=2)[O:7][C@H:6]([O:36][C@H:37]2[C@@H:49]([O:50][CH2:51][C:52]3[CH:53]=[CH:54][CH:55]=[CH:56][CH:57]=3)[C@H:48]([O:58][CH2:59][C:60]3[CH:65]=[CH:64][CH:63]=[CH:62][CH:61]=3)[C@@H:47]([CH2:66][O:67][CH2:68][C:69]3[CH:74]=[CH:73][CH:72]=[CH:71][CH:70]=3)[O:46][C@@H:38]2[S:39][C:40]2[CH:45]=[CH:44][CH:43]=[CH:42][CH:41]=2)[C@H:5]1[OH:4])[C:13]1[CH:14]=[CH:15][CH:16]=[CH:17][CH:18]=1. Given the reactants C([O:4][C@H:5]1[C@@H:10]([O:11][CH2:12][C:13]2[CH:18]=[CH:17][CH:16]=[CH:15][CH:14]=2)[C@H:9]([O:19][CH2:20][C:21]2[CH:26]=[CH:25][CH:24]=[CH:23][CH:22]=2)[C@@H:8]([CH2:27][O:28][CH2:29][C:30]2[CH:35]=[CH:34][CH:33]=[CH:32][CH:31]=2)[O:7][C@@H:6]1[O:36][C@H:37]1[C@@H:49]([O:50][CH2:51][C:52]2[CH:57]=[CH:56][CH:55]=[CH:54][CH:53]=2)[C@H:48]([O:58][CH2:59][C:60]2[CH:65]=[CH:64][CH:63]=[CH:62][CH:61]=2)[C@@H:47]([CH2:66][O:67][CH2:68][C:69]2[CH:74]=[CH:73][CH:72]=[CH:71][CH:70]=2)[O:46][C@@H:38]1[S:39][C:40]1[CH:45]=[CH:44][CH:43]=[CH:42][CH:41]=1)(=O)C.[Na], predict the reaction product. (2) Given the reactants [CH3:1][C:2]([O:5][C:6]([NH:8][CH:9]1[CH2:13][NH:12][CH2:11][CH2:10]1)=[O:7])([CH3:4])[CH3:3].C(=O)([O-])[O-].[Cs+].[Cs+].Br[C:21]1[CH:22]=[C:23]([Cl:27])[CH:24]=[CH:25][CH:26]=1.C1(P(C2C=CC=CC=2)C2(P(C3C=CC=CC=3)C3C=CC=CC=3)CC=C3C(C=CC=C3)=C2C2C3C(=CC=CC=3)C=CC=2)C=CC=CC=1, predict the reaction product. The product is: [Cl:27][C:23]1[CH:22]=[C:21]([N:12]2[CH2:11][CH2:10][CH:9]([NH:8][C:6](=[O:7])[O:5][C:2]([CH3:1])([CH3:3])[CH3:4])[CH2:13]2)[CH:26]=[CH:25][CH:24]=1.